This data is from Full USPTO retrosynthesis dataset with 1.9M reactions from patents (1976-2016). The task is: Predict the reactants needed to synthesize the given product. (1) Given the product [ClH:3].[Cl:3][C:4]1[C:9]([O:10][CH2:11][C:12]2[CH:17]=[CH:16][N:15]=[CH:14][CH:13]=2)=[CH:8][CH:7]=[CH:6][C:5]=1[NH:18][C:19](=[O:34])/[CH:20]=[CH:21]/[C:22]1[CH:27]=[CH:26][C:25]([O:28][CH3:29])=[C:24]([OH:30])[CH:23]=1, predict the reactants needed to synthesize it. The reactants are: Cl.Cl.[Cl:3][C:4]1[C:9]([O:10][CH2:11][C:12]2[CH:17]=[CH:16][N:15]=[CH:14][CH:13]=2)=[CH:8][CH:7]=[CH:6][C:5]=1[NH:18][C:19](=[O:34])[CH:20]=[CH:21][C:22]1[CH:27]=[CH:26][C:25]([O:28][CH3:29])=[C:24]([O:30]C(=O)C)[CH:23]=1. (2) Given the product [NH:26]1[C:30]([CH2:31][NH:1][C@H:2]2[CH2:7][CH2:6][C@H:5]([CH2:8][C:9]([NH:11][C@H:12]3[CH2:17][C:16]4[CH:18]=[CH:19][CH:20]=[C:21]([C:22]([OH:24])=[O:23])[C:15]=4[O:14][B:13]3[OH:25])=[O:10])[CH2:4][CH2:3]2)=[CH:29][N:28]=[CH:27]1, predict the reactants needed to synthesize it. The reactants are: [NH2:1][C@H:2]1[CH2:7][CH2:6][C@H:5]([CH2:8][C:9]([NH:11][C@H:12]2[CH2:17][C:16]3[CH:18]=[CH:19][CH:20]=[C:21]([C:22]([OH:24])=[O:23])[C:15]=3[O:14][B:13]2[OH:25])=[O:10])[CH2:4][CH2:3]1.[NH:26]1[C:30]([CH:31]=O)=[CH:29][N:28]=[CH:27]1. (3) Given the product [Br:36][C:37]1[C:38]([NH:44][C:24]([C:21]2([NH:20][C:18](=[O:19])[O:17][C:13]([CH3:14])([CH3:15])[CH3:16])[CH2:22][CH2:23]2)=[O:26])=[N:39][CH:40]=[C:41]([Br:43])[N:42]=1, predict the reactants needed to synthesize it. The reactants are: C(N1C=CN=C1)(N1C=CN=C1)=O.[C:13]([O:17][C:18]([NH:20][C:21]1([C:24]([OH:26])=O)[CH2:23][CH2:22]1)=[O:19])([CH3:16])([CH3:15])[CH3:14].C(N(CC)C(C)C)(C)C.[Br:36][C:37]1[C:38]([NH2:44])=[N:39][CH:40]=[C:41]([Br:43])[N:42]=1. (4) The reactants are: [Br:1][C:2]1[CH:11]=[CH:10][C:5]([O:6][CH2:7][CH2:8][OH:9])=[CH:4][CH:3]=1.CCN(CC)CC.[S:19](Cl)([CH3:22])(=[O:21])=[O:20]. Given the product [Br:1][C:2]1[CH:11]=[CH:10][C:5]([O:6][CH2:7][CH2:8][O:9][S:19]([CH3:22])(=[O:21])=[O:20])=[CH:4][CH:3]=1, predict the reactants needed to synthesize it. (5) Given the product [Cl:5][C:6]1[CH:16]=[CH:15][C:9]([CH:10]=[CH:11][C:12]([Cl:3])=[O:13])=[CH:8][CH:7]=1, predict the reactants needed to synthesize it. The reactants are: S(Cl)([Cl:3])=O.[Cl:5][C:6]1[CH:16]=[CH:15][C:9]([CH:10]=[CH:11][C:12](O)=[O:13])=[CH:8][CH:7]=1. (6) Given the product [CH3:1][O:2][C:3](=[O:32])[C:4]1[CH:9]=[C:8]([O:10][C:11]2[CH:16]=[CH:15][C:14]([NH2:17])=[C:13]([Cl:20])[CH:12]=2)[CH:7]=[CH:6][C:5]=1[NH:21][S:22]([C:25]1[CH:26]=[CH:27][C:28]([CH3:31])=[CH:29][CH:30]=1)(=[O:24])=[O:23], predict the reactants needed to synthesize it. The reactants are: [CH3:1][O:2][C:3](=[O:32])[C:4]1[CH:9]=[C:8]([O:10][C:11]2[CH:16]=[CH:15][C:14]([N+:17]([O-])=O)=[C:13]([Cl:20])[CH:12]=2)[CH:7]=[CH:6][C:5]=1[NH:21][S:22]([C:25]1[CH:30]=[CH:29][C:28]([CH3:31])=[CH:27][CH:26]=1)(=[O:24])=[O:23].[H][H]. (7) Given the product [ClH:18].[CH2:1]([O:5][C@@H:6]1[CH2:10][CH2:9][NH:8][CH2:7]1)[CH:2]([CH3:4])[CH3:3], predict the reactants needed to synthesize it. The reactants are: [CH2:1]([O:5][C@@H:6]1[CH2:10][CH2:9][N:8](C(OC(C)(C)C)=O)[CH2:7]1)[CH:2]([CH3:4])[CH3:3].[ClH:18].